This data is from Reaction yield outcomes from USPTO patents with 853,638 reactions. The task is: Predict the reaction yield, written as a fraction of the theoretical maximum amount of product (1.0 means a 100% yield; for example, 0.34 means a 34% yield). (1) The reactants are [CH:1]1[C:9]2[C:8]3[CH:10]=[CH:11][CH:12]=[CH:13][C:7]=3[O:6][C:5]=2[CH:4]=[CH:3][CH:2]=1.[Br:14]Br.O. The catalyst is C(O)(=O)C. The product is [Br:14][C:2]1[CH:3]=[CH:4][C:5]2[O:6][C:7]3[CH:13]=[CH:12][CH:11]=[CH:10][C:8]=3[C:9]=2[CH:1]=1. The yield is 0.310. (2) The reactants are [Cl:1][C:2]1[CH:3]=[CH:4][C:5]([NH2:9])=[N:6][C:7]=1[Cl:8].[C:10](N1C=CC=CC1=O)(N1C=CC=CC1=O)=[S:11]. The catalyst is ClCCl.C(OCC)(=O)C.CCCCCC. The product is [Cl:8][C:7]1[C:2]([Cl:1])=[CH:3][CH:4]=[C:5]([N:9]=[C:10]=[S:11])[N:6]=1. The yield is 0.810. (3) The reactants are [CH3:1][O:2][C:3]1[CH:4]=[C:5]2[C:10](=[CH:11][C:12]=1[O:13][CH3:14])[N:9]=[CH:8][CH:7]=[C:6]2[O:15][C:16]1[C:22]([CH3:23])=[CH:21][C:19]([NH2:20])=[C:18]([CH3:24])[CH:17]=1.C1(C)C=CC=CC=1.C(N(CC)CC)C.Cl[C:40](Cl)([O:42]C(=O)OC(Cl)(Cl)Cl)Cl.[CH3:51][N:52]([CH3:62])[C:53]1[CH:54]=[C:55]([CH:59]=[CH:60][CH:61]=1)[CH:56]([OH:58])[CH3:57]. The catalyst is C(Cl)Cl. The product is [CH3:1][O:2][C:3]1[CH:4]=[C:5]2[C:10](=[CH:11][C:12]=1[O:13][CH3:14])[N:9]=[CH:8][CH:7]=[C:6]2[O:15][C:16]1[C:22]([CH3:23])=[CH:21][C:19]([NH:20][C:40](=[O:42])[O:58][CH:56]([C:55]2[CH:59]=[CH:60][CH:61]=[C:53]([N:52]([CH3:51])[CH3:62])[CH:54]=2)[CH3:57])=[C:18]([CH3:24])[CH:17]=1. The yield is 0.430. (4) The reactants are O[C:2]1([CH3:29])[C:11]2[C:6](=[N:7][C:8]([C:12]3[CH:17]=[CH:16][CH:15]=[C:14]([C:18]([F:21])([F:20])[F:19])[CH:13]=3)=[CH:9][CH:10]=2)[N:5](C(OC(C)(C)C)=O)[CH2:4][CH2:3]1.FC(F)(F)C(O)=O. The catalyst is C(Cl)Cl. The product is [CH3:29][C:2]1[C:11]2[C:6](=[N:7][C:8]([C:12]3[CH:17]=[CH:16][CH:15]=[C:14]([C:18]([F:21])([F:19])[F:20])[CH:13]=3)=[CH:9][CH:10]=2)[NH:5][CH2:4][CH:3]=1. The yield is 1.00. (5) The reactants are Cl[C:2]1[C:7]([N+:8]([O-:10])=[O:9])=[CH:6][N:5]=[C:4]2[CH:11]=[CH:12][S:13][C:3]=12.[NH2:14][C@H:15]1[CH2:20][CH2:19][C@H:18]([CH2:21][CH2:22][C:23]#[N:24])[CH2:17][CH2:16]1.C(N(CC)C(C)C)(C)C. The catalyst is C(O)(C)C. The product is [N+:8]([C:7]1[C:2]([NH:14][C@H:15]2[CH2:20][CH2:19][C@H:18]([CH2:21][CH2:22][C:23]#[N:24])[CH2:17][CH2:16]2)=[C:3]2[S:13][CH:12]=[CH:11][C:4]2=[N:5][CH:6]=1)([O-:10])=[O:9]. The yield is 0.470. (6) The reactants are O.[OH-].[Li+].O.C([O:7][C:8]([C:10]1[CH:11]=[N:12][N:13]([C:15]2[NH:24][C:23](=[O:25])[C:22]3[C:21]4[CH2:26][CH2:27][CH2:28][CH2:29][C:20]=4[CH:19]=[CH:18][C:17]=3[N:16]=2)[CH:14]=1)=[O:9])C. The catalyst is C1COCC1. The product is [O:25]=[C:23]1[C:22]2[C:21]3[CH2:26][CH2:27][CH2:28][CH2:29][C:20]=3[CH:19]=[CH:18][C:17]=2[N:16]=[C:15]([N:13]2[CH:14]=[C:10]([C:8]([OH:9])=[O:7])[CH:11]=[N:12]2)[NH:24]1. The yield is 0.850. (7) The product is [CH3:18][O:17][C:14]1[CH:15]=[CH:16][C:11]([CH2:10][N:9]([CH2:19][C:20]2[CH:25]=[CH:24][C:23]([O:26][CH3:27])=[CH:22][CH:21]=2)[C:4]2[N:5]=[C:6]([CH3:8])[N:7]=[C:2]([C:44]3[CH:43]=[C:42]([CH2:41][N:38]4[CH2:39][CH2:40][N:35]([C:33]([O:32][C:28]([CH3:31])([CH3:30])[CH3:29])=[O:34])[CH2:36][CH2:37]4)[CH:47]=[N:46][C:45]=3[F:48])[N:3]=2)=[CH:12][CH:13]=1. The catalyst is CC(P(C(C)(C)C)C1C=CC(N(C)C)=CC=1)(C)C.CC(P(C(C)(C)C)C1C=CC(N(C)C)=CC=1)(C)C.Cl[Pd]Cl.CCOC(C)=O.O. The yield is 0.750. The reactants are Cl[C:2]1[N:7]=[C:6]([CH3:8])[N:5]=[C:4]([N:9]([CH2:19][C:20]2[CH:25]=[CH:24][C:23]([O:26][CH3:27])=[CH:22][CH:21]=2)[CH2:10][C:11]2[CH:16]=[CH:15][C:14]([O:17][CH3:18])=[CH:13][CH:12]=2)[N:3]=1.[C:28]([O:32][C:33]([N:35]1[CH2:40][CH2:39][N:38]([CH2:41][C:42]2[CH:43]=[C:44](B(O)O)[C:45]([F:48])=[N:46][CH:47]=2)[CH2:37][CH2:36]1)=[O:34])([CH3:31])([CH3:30])[CH3:29].C([O-])(=O)C.[K+].CC(N)CC1C=CC=CC=1.OP(O)(O)=O.O1CCOCC1.ClC1N=C(C)N=C2C=1N=CN2C1CCCCO1. (8) The reactants are N#N.[NH2:3][C:4]1[C:9]2=[C:10]([C:29]3[CH:34]=[CH:33][C:32]([NH:35][C:36](=[O:49])[NH:37][C:38]4[CH:43]=[C:42]([C:44]([F:47])([F:46])[F:45])[CH:41]=[CH:40][C:39]=4[F:48])=[C:31]([F:50])[CH:30]=3)[C:11]([CH2:26][O:27][CH3:28])=[C:12]([C:13]3[CH2:14][CH2:15][N:16]([C:19]([O:21][C:22]([CH3:25])([CH3:24])[CH3:23])=[O:20])[CH2:17][CH:18]=3)[N:8]2[N:7]=[CH:6][N:5]=1. The catalyst is [Pt]=O.C(O)(=O)C. The product is [NH2:3][C:4]1[C:9]2=[C:10]([C:29]3[CH:34]=[CH:33][C:32]([NH:35][C:36](=[O:49])[NH:37][C:38]4[CH:43]=[C:42]([C:44]([F:47])([F:45])[F:46])[CH:41]=[CH:40][C:39]=4[F:48])=[C:31]([F:50])[CH:30]=3)[C:11]([CH2:26][O:27][CH3:28])=[C:12]([CH:13]3[CH2:14][CH2:15][N:16]([C:19]([O:21][C:22]([CH3:23])([CH3:24])[CH3:25])=[O:20])[CH2:17][CH2:18]3)[N:8]2[N:7]=[CH:6][N:5]=1. The yield is 0.753.